Dataset: Reaction yield outcomes from USPTO patents with 853,638 reactions. Task: Predict the reaction yield, written as a fraction of the theoretical maximum amount of product (1.0 means a 100% yield; for example, 0.34 means a 34% yield). (1) The reactants are Cl[C:2]1[C:3]2[N:11]=[C:10]([C:12]3[CH:17]=[CH:16][C:15]([F:18])=[CH:14][CH:13]=3)[CH:9]=[CH:8][C:4]=2[N:5]=[CH:6][N:7]=1.[CH2:19]1[O:28][C:27]2[CH:26]=[CH:25][C:23]([NH2:24])=[CH:22][C:21]=2[O:20]1.O1CCN(C2C3N=C(C4C=CC(F)=CC=4)C=CC=3N=CN=2)CC1. No catalyst specified. The product is [CH2:19]1[O:28][C:27]2[CH:26]=[CH:25][C:23]([NH:24][C:2]3[C:3]4[N:11]=[C:10]([C:12]5[CH:17]=[CH:16][C:15]([F:18])=[CH:14][CH:13]=5)[CH:9]=[CH:8][C:4]=4[N:5]=[CH:6][N:7]=3)=[CH:22][C:21]=2[O:20]1. The yield is 0.940. (2) The reactants are [C:1]1([N:7]2[C:11]3[CH:12]=[CH:13][CH:14]=[CH:15][C:10]=3[N:9]=[C:8]2[C:16]2[CH:21]=[CH:20][C:19](B3OC(C)(C)C(C)(C)O3)=[CH:18][CH:17]=2)[CH:6]=[CH:5][CH:4]=[CH:3][CH:2]=1.Br[C:32]1[CH:37]=[CH:36][C:35]([N:38]2[C:50]3[CH:49]=[CH:48][CH:47]=[CH:46][C:45]=3C3C2=CC=CC=3)=[CH:34][CH:33]=1.[F-].[K+].C(O[CH2:57][CH3:58])(=O)C. The catalyst is CN(C=O)C. The product is [C:1]1([N:7]2[C:11]3[CH:12]=[CH:13][CH:14]=[CH:15][C:10]=3[N:9]=[C:8]2[C:16]2[CH:17]=[CH:18][C:19]([C:58]3[CH:57]=[CH:3][C:2]([N:38]4[C:50]5[CH:45]=[CH:46][CH:47]=[CH:48][C:49]=5[C:34]5[C:35]4=[CH:36][CH:37]=[CH:32][CH:33]=5)=[CH:1][CH:6]=3)=[CH:20][CH:21]=2)[CH:6]=[CH:5][CH:4]=[CH:3][CH:2]=1. The yield is 0.470. (3) The reactants are [C:1]([O:5][C:6]([NH:8][CH2:9][C:10]1[C:11]([C:32]2[CH:37]=[CH:36][C:35]([CH3:38])=[CH:34][CH:33]=2)=[C:12]([NH:21]C(=O)OCC2C=CC=CC=2)[C:13]([CH3:20])=[N:14][C:15]=1[CH2:16][CH:17]([CH3:19])[CH3:18])=[O:7])([CH3:4])([CH3:3])[CH3:2]. The catalyst is C(O)C.[C].[Pd]. The product is [NH2:21][C:12]1[C:11]([C:32]2[CH:33]=[CH:34][C:35]([CH3:38])=[CH:36][CH:37]=2)=[C:10]([CH2:9][NH:8][C:6](=[O:7])[O:5][C:1]([CH3:2])([CH3:3])[CH3:4])[C:15]([CH2:16][CH:17]([CH3:19])[CH3:18])=[N:14][C:13]=1[CH3:20]. The yield is 0.900.